Predict the reactants needed to synthesize the given product. From a dataset of Full USPTO retrosynthesis dataset with 1.9M reactions from patents (1976-2016). (1) Given the product [CH2:28]([O:27][C:25]([N:22]1[CH2:23][CH2:24][CH:19]([CH2:18][NH:17][C:6]2[CH:5]=[C:4]([CH3:9])[N:3]=[C:2]([Cl:1])[N:7]=2)[CH2:20][CH2:21]1)=[O:26])[C:29]1[CH:34]=[CH:33][CH:32]=[CH:31][CH:30]=1, predict the reactants needed to synthesize it. The reactants are: [Cl:1][C:2]1[N:7]=[C:6](Cl)[CH:5]=[C:4]([CH3:9])[N:3]=1.C(N(CC)CC)C.[NH2:17][CH2:18][CH:19]1[CH2:24][CH2:23][N:22]([C:25]([O:27][CH2:28][C:29]2[CH:34]=[CH:33][CH:32]=[CH:31][CH:30]=2)=[O:26])[CH2:21][CH2:20]1. (2) Given the product [NH2:18][C:13]1[C:12]([CH2:11][C:1]2[C:10]3[C:5](=[CH:6][CH:7]=[CH:8][CH:9]=3)[CH:4]=[CH:3][CH:2]=2)=[C:16]2[NH:17][C:19](=[O:25])[CH2:20][C:21](=[O:22])[N:15]2[N:14]=1, predict the reactants needed to synthesize it. The reactants are: [C:1]1([CH2:11][C:12]2[C:13]([NH2:18])=[N:14][NH:15][C:16]=2[NH2:17])[C:10]2[C:5](=[CH:6][CH:7]=[CH:8][CH:9]=2)[CH:4]=[CH:3][CH:2]=1.[C:19](OC)(=[O:25])[CH2:20][C:21](OC)=[O:22].C[O-].[Na+].